This data is from Forward reaction prediction with 1.9M reactions from USPTO patents (1976-2016). The task is: Predict the product of the given reaction. (1) Given the reactants [CH3:1][O:2][C:3]([C:5]1[CH:14]=[CH:13][C:12]2[C:7](=[CH:8][CH:9]=[C:10]([OH:15])[CH:11]=2)[CH:6]=1)=[O:4].C([O-])([O-])=O.[Cs+].[Cs+].Br[CH2:23][C:24]([O:26][CH3:27])=[O:25], predict the reaction product. The product is: [CH3:1][O:2][C:3]([C:5]1[CH:14]=[CH:13][C:12]2[C:7](=[CH:8][CH:9]=[C:10]([O:15][CH2:23][C:24]([O:26][CH3:27])=[O:25])[CH:11]=2)[CH:6]=1)=[O:4]. (2) Given the reactants [H-].[Na+].[OH:3][CH:4]1[CH2:9][CH2:8][CH:7]([C:10]([O:12][CH2:13][CH3:14])=[O:11])[CH2:6][CH2:5]1.[F:15][C:16]1[CH:21]=[C:20](F)[CH:19]=[CH:18][C:17]=1[N+:23]([O-:25])=[O:24].O, predict the reaction product. The product is: [CH2:13]([O:12][C:10]([C@H:7]1[CH2:6][CH2:5][C@@H:4]([O:3][C:20]2[CH:19]=[CH:18][C:17]([N+:23]([O-:25])=[O:24])=[C:16]([F:15])[CH:21]=2)[CH2:9][CH2:8]1)=[O:11])[CH3:14]. (3) Given the reactants [Li+].C[Si]([N-][Si](C)(C)C)(C)C.[Cl:11][C:12]1[CH:17]=[CH:16][C:15]([CH2:18][C:19]([O:21][CH3:22])=[O:20])=[CH:14][CH:13]=1.Br[CH2:24][C:25]#[N:26], predict the reaction product. The product is: [Cl:11][C:12]1[CH:13]=[CH:14][C:15]([CH:18]([CH2:24][C:25]#[N:26])[C:19]([O:21][CH3:22])=[O:20])=[CH:16][CH:17]=1.